This data is from KCNQ2 potassium channel screen with 302,405 compounds. The task is: Binary Classification. Given a drug SMILES string, predict its activity (active/inactive) in a high-throughput screening assay against a specified biological target. The molecule is Fc1c(CN2C(=O)C(/NC2=O)=C\c2cc(OCC)c(O)cc2)cccc1. The result is 0 (inactive).